From a dataset of Merck oncology drug combination screen with 23,052 pairs across 39 cell lines. Regression. Given two drug SMILES strings and cell line genomic features, predict the synergy score measuring deviation from expected non-interaction effect. Drug 1: N#Cc1ccc(Cn2cncc2CN2CCN(c3cccc(Cl)c3)C(=O)C2)cc1. Drug 2: COC1CC2CCC(C)C(O)(O2)C(=O)C(=O)N2CCCCC2C(=O)OC(C(C)CC2CCC(OP(C)(C)=O)C(OC)C2)CC(=O)C(C)C=C(C)C(O)C(OC)C(=O)C(C)CC(C)C=CC=CC=C1C. Cell line: NCIH2122. Synergy scores: synergy=47.6.